Task: Regression. Given a peptide amino acid sequence and an MHC pseudo amino acid sequence, predict their binding affinity value. This is MHC class II binding data.. Dataset: Peptide-MHC class II binding affinity with 134,281 pairs from IEDB (1) The peptide sequence is GDGFIDFNEFISFCN. The MHC is DRB5_0101 with pseudo-sequence DRB5_0101. The binding affinity (normalized) is 0.378. (2) The peptide sequence is MSQIMYNYPAMMAHA. The MHC is DRB1_1001 with pseudo-sequence DRB1_1001. The binding affinity (normalized) is 0.407. (3) The peptide sequence is VLAKSPDTTCSEIEE. The MHC is DRB1_0401 with pseudo-sequence DRB1_0401. The binding affinity (normalized) is 0.214. (4) The peptide sequence is PEQPEQPYPEQ. The MHC is HLA-DQA10501-DQB10201 with pseudo-sequence HLA-DQA10501-DQB10201. The binding affinity (normalized) is 0. (5) The peptide sequence is RRNVATLQAENVTGL. The MHC is DRB1_1101 with pseudo-sequence DRB1_1101. The binding affinity (normalized) is 0.341.